Dataset: Full USPTO retrosynthesis dataset with 1.9M reactions from patents (1976-2016). Task: Predict the reactants needed to synthesize the given product. (1) Given the product [CH3:1][O:2][C:3]([CH:5]1[CH2:7][CH:6]1[C:8]1[CH:13]=[CH:12][C:11]([OH:14])=[CH:10][C:9]=1[CH3:22])=[O:4], predict the reactants needed to synthesize it. The reactants are: [CH3:1][O:2][C:3]([CH:5]1[CH2:7][CH:6]1[C:8]1[CH:13]=[CH:12][C:11]([O:14]CC2C=CC=CC=2)=[CH:10][C:9]=1[CH3:22])=[O:4].N#N.[H][H]. (2) Given the product [CH3:19][CH:20]([CH2:24][NH:25][C:26]([O:28][CH:29]([CH3:31])[CH2:32][CH3:34])=[O:27])[C:21]([N:14]([CH2:13][C:4]1[CH:3]=[C:2]([Cl:1])[C:7]2[O:8][CH2:9][CH2:10][CH2:11][O:12][C:6]=2[CH:5]=1)[CH2:15][CH:16]([CH3:18])[CH3:17])=[O:23], predict the reactants needed to synthesize it. The reactants are: [Cl:1][C:2]1[C:7]2[O:8][CH2:9][CH2:10][CH2:11][O:12][C:6]=2[CH:5]=[C:4]([CH2:13][NH:14][CH2:15][CH:16]([CH3:18])[CH3:17])[CH:3]=1.[CH3:19][CH:20]([CH2:24][NH:25][C:26]([O:28][C:29]([CH3:32])([CH3:31])C)=[O:27])[C:21]([OH:23])=O.Cl.[CH2:34](N=C=NCCCN(C)C)C.CC1C=CN=C(N)C=1C. (3) Given the product [C:1]1(=[O:8])[CH:6]=[CH:5][C:4](=[O:7])[CH:3]=[CH:2]1.[C:4]1([CH:5]=[CH:6][C:1]([OH:8])=[CH:2][CH:3]=1)[OH:7], predict the reactants needed to synthesize it. The reactants are: [C:1]1(=[O:8])[CH:6]=[CH:5][C:4](=[O:7])[CH:3]=[CH:2]1. (4) Given the product [CH2:11]([O:10][C:8]([N:4]1[CH2:3][C:2]([O:1][CH3:18])=[N:7][CH2:6][CH2:5]1)=[O:9])[C:12]1[CH:17]=[CH:16][CH:15]=[CH:14][CH:13]=1, predict the reactants needed to synthesize it. The reactants are: [O:1]=[C:2]1[NH:7][CH2:6][CH2:5][N:4]([C:8]([O:10][CH2:11][C:12]2[CH:17]=[CH:16][CH:15]=[CH:14][CH:13]=2)=[O:9])[CH2:3]1.[C:18]([O-])([O-])=O.[Na+].[Na+].F[B-](F)(F)F.C[O+](C)C.O.